The task is: Regression. Given a peptide amino acid sequence and an MHC pseudo amino acid sequence, predict their binding affinity value. This is MHC class I binding data.. This data is from Peptide-MHC class I binding affinity with 185,985 pairs from IEDB/IMGT. (1) The peptide sequence is AEFKYIAAV. The MHC is HLA-A02:06 with pseudo-sequence HLA-A02:06. The binding affinity (normalized) is 0.208. (2) The peptide sequence is SELPDFACS. The MHC is HLA-B40:01 with pseudo-sequence HLA-B40:01. The binding affinity (normalized) is 0.151. (3) The peptide sequence is WENGFKVVL. The MHC is HLA-A26:02 with pseudo-sequence HLA-A26:02. The binding affinity (normalized) is 0.0847. (4) The peptide sequence is KGAVDLSHFL. The MHC is HLA-B51:01 with pseudo-sequence HLA-B51:01. The binding affinity (normalized) is 0.281. (5) The peptide sequence is RIQENHGFI. The MHC is HLA-B57:01 with pseudo-sequence HLA-B57:01. The binding affinity (normalized) is 0.0847. (6) The peptide sequence is KPFNNILDL. The MHC is HLA-B44:03 with pseudo-sequence HLA-B44:03. The binding affinity (normalized) is 0. (7) The peptide sequence is LLLVIKLALV. The MHC is HLA-A02:06 with pseudo-sequence HLA-A02:06. The binding affinity (normalized) is 0.418.